Dataset: Reaction yield outcomes from USPTO patents with 853,638 reactions. Task: Predict the reaction yield, written as a fraction of the theoretical maximum amount of product (1.0 means a 100% yield; for example, 0.34 means a 34% yield). (1) The reactants are [Cl:1][C:2]1[C:7]([C:8]([F:11])([F:10])[F:9])=[CH:6][C:5](I)=[CH:4][N:3]=1.C1(P(C2C=CC=CC=2)C2C=CC3C(=CC=CC=3)C=2C2C3C(=CC=CC=3)C=CC=2P(C2C=CC=CC=2)C2C=CC=CC=2)C=CC=CC=1.C(N(CC)CC)C.C(=O)([O-])[O-].[Cs+].[Cs+]. The catalyst is C1(C)C=CC=CC=1.C([O-])(=O)C.[Pd+2].C([O-])(=O)C. The product is [Cl:1][C:2]1[C:7]([C:8]([F:9])([F:10])[F:11])=[CH:6][CH:5]=[CH:4][N:3]=1. The yield is 0.400. (2) The product is [CH3:13][C:10]1[CH:11]=[CH:12][C:7]([C:6]2[N:2]([CH3:1])[N:3]=[C:4]([C:23]3[CH:24]=[CH:25][C:26]4[CH2:33][C@H:32]5[C@:34]6([CH2:38][N:37]([CH2:39][C:40]([F:43])([F:42])[F:41])[S:36](=[O:44])(=[O:45])[NH:35]6)[C@H:29]([CH2:30][CH2:31]5)[CH2:28][C:27]=4[CH:46]=3)[CH:5]=2)=[N:8][CH:9]=1. The catalyst is CN(C)C=O.O.C1C=CC([P]([Pd]([P](C2C=CC=CC=2)(C2C=CC=CC=2)C2C=CC=CC=2)([P](C2C=CC=CC=2)(C2C=CC=CC=2)C2C=CC=CC=2)[P](C2C=CC=CC=2)(C2C=CC=CC=2)C2C=CC=CC=2)(C2C=CC=CC=2)C2C=CC=CC=2)=CC=1. The yield is 0.230. The reactants are [CH3:1][N:2]1[C:6]([C:7]2[CH:12]=[CH:11][C:10]([CH3:13])=[CH:9][N:8]=2)=[CH:5][C:4](Br)=[N:3]1.CC1(C)C(C)(C)OB([C:23]2[CH:24]=[CH:25][C:26]3[CH2:33][C@H:32]4[C@:34]5([CH2:38][N:37]([CH2:39][C:40]([F:43])([F:42])[F:41])[S:36](=[O:45])(=[O:44])[NH:35]5)[C@H:29]([CH2:30][CH2:31]4)[CH2:28][C:27]=3[CH:46]=2)O1.C(=O)([O-])[O-].[Cs+].[Cs+].